Regression. Given two drug SMILES strings and cell line genomic features, predict the synergy score measuring deviation from expected non-interaction effect. From a dataset of NCI-60 drug combinations with 297,098 pairs across 59 cell lines. (1) Synergy scores: CSS=0.106, Synergy_ZIP=-0.519, Synergy_Bliss=1.17, Synergy_Loewe=0.448, Synergy_HSA=-0.0890. Drug 2: CC1=CC=C(C=C1)C2=CC(=NN2C3=CC=C(C=C3)S(=O)(=O)N)C(F)(F)F. Drug 1: C1CCN(CC1)CCOC2=CC=C(C=C2)C(=O)C3=C(SC4=C3C=CC(=C4)O)C5=CC=C(C=C5)O. Cell line: PC-3. (2) Drug 1: C1=CC(=CC=C1CC(C(=O)O)N)N(CCCl)CCCl.Cl. Drug 2: CC1=C(C=C(C=C1)NC(=O)C2=CC=C(C=C2)CN3CCN(CC3)C)NC4=NC=CC(=N4)C5=CN=CC=C5. Cell line: HOP-62. Synergy scores: CSS=12.2, Synergy_ZIP=-5.39, Synergy_Bliss=-5.19, Synergy_Loewe=-19.2, Synergy_HSA=-7.92. (3) Cell line: HOP-92. Drug 1: C1=CC(=CC=C1CCCC(=O)O)N(CCCl)CCCl. Drug 2: C1=CN(C(=O)N=C1N)C2C(C(C(O2)CO)O)O.Cl. Synergy scores: CSS=39.1, Synergy_ZIP=-16.6, Synergy_Bliss=-11.4, Synergy_Loewe=-4.43, Synergy_HSA=-2.31. (4) Drug 1: C1CCN(CC1)CCOC2=CC=C(C=C2)C(=O)C3=C(SC4=C3C=CC(=C4)O)C5=CC=C(C=C5)O. Drug 2: CCC1(CC2CC(C3=C(CCN(C2)C1)C4=CC=CC=C4N3)(C5=C(C=C6C(=C5)C78CCN9C7C(C=CC9)(C(C(C8N6C=O)(C(=O)OC)O)OC(=O)C)CC)OC)C(=O)OC)O.OS(=O)(=O)O. Cell line: SNB-75. Synergy scores: CSS=14.4, Synergy_ZIP=-3.12, Synergy_Bliss=2.76, Synergy_Loewe=-7.90, Synergy_HSA=1.64. (5) Cell line: NCI-H522. Drug 2: CC12CCC3C(C1CCC2O)C(CC4=C3C=CC(=C4)O)CCCCCCCCCS(=O)CCCC(C(F)(F)F)(F)F. Drug 1: C1=CC(=CC=C1CCCC(=O)O)N(CCCl)CCCl. Synergy scores: CSS=24.1, Synergy_ZIP=-1.33, Synergy_Bliss=-0.841, Synergy_Loewe=1.48, Synergy_HSA=1.74. (6) Drug 1: C1C(C(OC1N2C=NC(=NC2=O)N)CO)O. Drug 2: CC1CCCC2(C(O2)CC(NC(=O)CC(C(C(=O)C(C1O)C)(C)C)O)C(=CC3=CSC(=N3)C)C)C. Cell line: A549. Synergy scores: CSS=49.8, Synergy_ZIP=1.69, Synergy_Bliss=0.925, Synergy_Loewe=-8.97, Synergy_HSA=2.36. (7) Drug 1: CNC(=O)C1=CC=CC=C1SC2=CC3=C(C=C2)C(=NN3)C=CC4=CC=CC=N4. Drug 2: C1CN(CCN1C(=O)CCBr)C(=O)CCBr. Cell line: NCI-H226. Synergy scores: CSS=12.6, Synergy_ZIP=-3.65, Synergy_Bliss=-0.320, Synergy_Loewe=-1.65, Synergy_HSA=-0.931. (8) Drug 1: CC1=C2C(C(=O)C3(C(CC4C(C3C(C(C2(C)C)(CC1OC(=O)C(C(C5=CC=CC=C5)NC(=O)OC(C)(C)C)O)O)OC(=O)C6=CC=CC=C6)(CO4)OC(=O)C)O)C)O. Drug 2: C(=O)(N)NO. Cell line: ACHN. Synergy scores: CSS=4.57, Synergy_ZIP=0.656, Synergy_Bliss=5.12, Synergy_Loewe=-1.45, Synergy_HSA=0.929.